Predict the reaction yield, written as a fraction of the theoretical maximum amount of product (1.0 means a 100% yield; for example, 0.34 means a 34% yield). From a dataset of Reaction yield outcomes from USPTO patents with 853,638 reactions. (1) The reactants are Br[C:2]1[C:7]([Br:8])=[CH:6][C:5]([Br:9])=[CH:4][N:3]=1.[I-:10].[Na+].C(#N)CC.Cl[Si](C)(C)C. The catalyst is [OH-].[Na+]. The product is [I:10][C:2]1[C:7]([Br:8])=[CH:6][C:5]([Br:9])=[CH:4][N:3]=1. The yield is 0.830. (2) The reactants are [Br:1][C:2]1[CH:10]=[CH:9][C:8]([NH:11][C:12]2[C:17]([CH2:18][CH3:19])=[C:16]([CH3:20])[N:15]=[C:14]([C:21]3[S:22][C:23]([Cl:26])=[CH:24][CH:25]=3)[N:13]=2)=[CH:7][C:3]=1[C:4](O)=[O:5].Cl.C(=O)(O)[O-].[Na+]. The catalyst is C1COCC1. The product is [Br:1][C:2]1[CH:10]=[CH:9][C:8]([NH:11][C:12]2[C:17]([CH2:18][CH3:19])=[C:16]([CH3:20])[N:15]=[C:14]([C:21]3[S:22][C:23]([Cl:26])=[CH:24][CH:25]=3)[N:13]=2)=[CH:7][C:3]=1[CH2:4][OH:5]. The yield is 0.350.